Dataset: Reaction yield outcomes from USPTO patents with 853,638 reactions. Task: Predict the reaction yield, written as a fraction of the theoretical maximum amount of product (1.0 means a 100% yield; for example, 0.34 means a 34% yield). (1) The reactants are Br[C:2]1[N:7]=[C:6]([C:8]([OH:10])=[O:9])[CH:5]=[CH:4][C:3]=1[F:11].[F:12][C:13]1[CH:18]=[CH:17][C:16]([F:19])=[CH:15][C:14]=1B(O)O. The catalyst is C1C=CC(P(C2C=CC=CC=2)[C-]2C=CC=C2)=CC=1.C1C=CC(P(C2C=CC=CC=2)[C-]2C=CC=C2)=CC=1.Cl[Pd]Cl.[Fe+2].C(Cl)Cl. The product is [F:12][C:13]1[CH:18]=[CH:17][C:16]([F:19])=[CH:15][C:14]=1[C:2]1[N:7]=[C:6]([C:8]([OH:10])=[O:9])[CH:5]=[CH:4][C:3]=1[F:11]. The yield is 0.800. (2) The product is [CH3:26][O:27][C:28]([C:30]1[CH:31]=[CH:32][C:33]2[C:37]([Cl:38])=[C:36]([C:39](=[O:40])[N:16]([C:8]3[CH:9]=[CH:10][C:11]4[S:12][C:13]5[C:4](=[CH:3][C:2]([Br:1])=[CH:15][CH:14]=5)[C:5](=[O:18])[C:6]=4[CH:7]=3)[CH3:17])[S:35][C:34]=2[CH:42]=1)=[O:29]. The catalyst is C(Cl)Cl.CN(C1C=CN=CC=1)C. The yield is 0.600. The reactants are [Br:1][C:2]1[CH:15]=[CH:14][C:13]2[S:12][C:11]3[C:6](=[CH:7][C:8]([NH:16][CH3:17])=[CH:9][CH:10]=3)[C:5](=[O:18])[C:4]=2[CH:3]=1.C(N(CC)CC)C.[CH3:26][O:27][C:28]([C:30]1[CH:31]=[CH:32][C:33]2[C:37]([Cl:38])=[C:36]([C:39](Cl)=[O:40])[S:35][C:34]=2[CH:42]=1)=[O:29]. (3) The reactants are [CH2:1]([O:8][CH2:9][C:10]1([C:22]([O:24]C)=[O:23])[CH2:14][CH2:13][CH2:12][N:11]1[C:15]([O:17][C:18]([CH3:21])([CH3:20])[CH3:19])=[O:16])[C:2]1[CH:7]=[CH:6][CH:5]=[CH:4][CH:3]=1.[OH-].[Na+]. The catalyst is CO. The product is [CH2:1]([O:8][CH2:9][C:10]1([C:22]([OH:24])=[O:23])[CH2:14][CH2:13][CH2:12][N:11]1[C:15]([O:17][C:18]([CH3:19])([CH3:20])[CH3:21])=[O:16])[C:2]1[CH:3]=[CH:4][CH:5]=[CH:6][CH:7]=1. The yield is 0.868. (4) The reactants are [C:1]1([CH3:11])[CH:6]=[CH:5][CH:4]=[C:3]([CH2:7][C:8](O)=[O:9])[CH:2]=1.Cl.[CH3:13][NH:14][O:15][CH3:16].Cl.CN(C)CCCN=C=NCC.OC1C2N=NNC=2C=CC=1.C(N(CC)CC)C. The catalyst is ClCCl. The product is [CH3:16][O:15][N:14]([CH3:13])[C:8](=[O:9])[CH2:7][C:3]1[CH:2]=[C:1]([CH3:11])[CH:6]=[CH:5][CH:4]=1. The yield is 0.700. (5) The reactants are [F:1][C:2]1[C:10]([F:11])=[CH:9][C:5]([C:6](O)=[O:7])=[C:4]([N+:12]([O-:14])=[O:13])[CH:3]=1.Cl.CN.C(Cl)CCl.C1C=CC2N(O)N=[N:28][C:26]=2C=1.CCN(C(C)C)C(C)C. The catalyst is CN(C=O)C. The product is [F:1][C:2]1[C:10]([F:11])=[CH:9][C:5]([C:6]([NH:28][CH3:26])=[O:7])=[C:4]([N+:12]([O-:14])=[O:13])[CH:3]=1. The yield is 0.670.